From a dataset of Reaction yield outcomes from USPTO patents with 853,638 reactions. Predict the reaction yield, written as a fraction of the theoretical maximum amount of product (1.0 means a 100% yield; for example, 0.34 means a 34% yield). The product is [CH:38]1([C:36]([NH:35][C:33]2[N:34]=[C:29]3[CH:28]=[CH:27][C:26]([O:25][C:24]4[CH:41]=[CH:42][C:43]([CH3:44])=[C:22]([NH:21][C:8]([C:6]5[N:5]([CH3:11])[N:4]=[C:3]([O:2][CH3:1])[CH:7]=5)=[O:10])[CH:23]=4)=[CH:31][N:30]3[N:32]=2)=[O:37])[CH2:39][CH2:40]1. The yield is 0.820. The catalyst is CN(C)C=O.CN(C)C(=O)C. The reactants are [CH3:1][O:2][C:3]1[CH:7]=[C:6]([C:8]([OH:10])=O)[N:5]([CH3:11])[N:4]=1.O1CCCC1.S(Cl)(Cl)=O.[NH2:21][C:22]1[CH:23]=[C:24]([CH:41]=[CH:42][C:43]=1[CH3:44])[O:25][C:26]1[CH:27]=[CH:28][C:29]2[N:30]([N:32]=[C:33]([NH:35][C:36]([CH:38]3[CH2:40][CH2:39]3)=[O:37])[N:34]=2)[CH:31]=1.